This data is from Reaction yield outcomes from USPTO patents with 853,638 reactions. The task is: Predict the reaction yield, written as a fraction of the theoretical maximum amount of product (1.0 means a 100% yield; for example, 0.34 means a 34% yield). (1) The reactants are [Si:1]([O:8][CH2:9][C:10]1[CH:15]=[CH:14][N:13]=[C:12](Cl)[C:11]=1[F:17])([C:4]([CH3:7])([CH3:6])[CH3:5])([CH3:3])[CH3:2].[C:18](=[NH:31])([C:25]1[CH:30]=[CH:29][CH:28]=[CH:27][CH:26]=1)[C:19]1[CH:24]=[CH:23][CH:22]=[CH:21][CH:20]=1.C1C=CC(P(C2C=CC3C(=CC=CC=3)C=2C2C3C(=CC=CC=3)C=CC=2P(C2C=CC=CC=2)C2C=CC=CC=2)C2C=CC=CC=2)=CC=1.CC(C)([O-])C.[Na+]. The catalyst is C1(C)C=CC=CC=1.C1C=CC(/C=C/C(/C=C/C2C=CC=CC=2)=O)=CC=1.C1C=CC(/C=C/C(/C=C/C2C=CC=CC=2)=O)=CC=1.C1C=CC(/C=C/C(/C=C/C2C=CC=CC=2)=O)=CC=1.[Pd].[Pd].C(OCC)(=O)C. The yield is 0.600. The product is [C:18](=[N:31][C:12]1[C:11]([F:17])=[C:10]([CH2:9][O:8][Si:1]([C:4]([CH3:7])([CH3:6])[CH3:5])([CH3:3])[CH3:2])[CH:15]=[CH:14][N:13]=1)([C:25]1[CH:26]=[CH:27][CH:28]=[CH:29][CH:30]=1)[C:19]1[CH:24]=[CH:23][CH:22]=[CH:21][CH:20]=1. (2) The reactants are Br[C:2]1[CH:3]=[C:4]([C:8]2[N:12]3[N:13]=[CH:14][C:15]([C:17]([F:20])([F:19])[F:18])=[N:16][C:11]3=[N:10][CH:9]=2)[CH:5]=[CH:6][CH:7]=1.C([Sn](CCCC)(CCCC)[C:26]1[S:27][CH:28]=[CH:29][N:30]=1)CCC. The catalyst is C1COCC1.C1C=CC([P]([Pd]([P](C2C=CC=CC=2)(C2C=CC=CC=2)C2C=CC=CC=2)([P](C2C=CC=CC=2)(C2C=CC=CC=2)C2C=CC=CC=2)[P](C2C=CC=CC=2)(C2C=CC=CC=2)C2C=CC=CC=2)(C2C=CC=CC=2)C2C=CC=CC=2)=CC=1. The product is [S:27]1[CH:28]=[CH:29][N:30]=[C:26]1[C:2]1[CH:3]=[C:4]([C:8]2[N:12]3[N:13]=[CH:14][C:15]([C:17]([F:20])([F:19])[F:18])=[N:16][C:11]3=[N:10][CH:9]=2)[CH:5]=[CH:6][CH:7]=1. The yield is 0.320. (3) The reactants are [CH3:1][P:2](=[O:7])([CH:5]=[CH2:6])[CH:3]=[CH2:4].[C:8]([N:15]1[CH2:20][CH2:19][CH:18]([NH2:21])[CH2:17][CH2:16]1)([O:10][C:11]([CH3:14])([CH3:13])[CH3:12])=[O:9]. The catalyst is C1COCC1.O. The product is [CH3:1][P:2]1(=[O:7])[CH2:5][CH2:6][N:21]([CH:18]2[CH2:17][CH2:16][N:15]([C:8]([O:10][C:11]([CH3:14])([CH3:13])[CH3:12])=[O:9])[CH2:20][CH2:19]2)[CH2:4][CH2:3]1. The yield is 0.380. (4) The reactants are [CH3:1][O:2][C:3](=[O:22])[CH:4]([C:9]1[CH:14]=[CH:13][C:12]([NH2:15])=[C:11]([C:16]2[CH2:21][CH2:20][CH2:19][CH2:18][CH:17]=2)[CH:10]=1)[C:5]([O:7][CH3:8])=[O:6].[K+].[C:24]([C:26]1[N:27]=[C:28]([C:39]([O-])=[O:40])[N:29]([CH2:31][O:32][CH2:33][CH2:34][Si:35]([CH3:38])([CH3:37])[CH3:36])[CH:30]=1)#[N:25].F[P-](F)(F)(F)(F)F.Br[P+](N1CCCC1)(N1CCCC1)N1CCCC1.C(N(CC)C(C)C)(C)C. The catalyst is CN(C=O)C.CCOC(C)=O. The product is [CH3:1][O:2][C:3](=[O:22])[CH:4]([C:9]1[CH:14]=[CH:13][C:12]([NH:15][C:39]([C:28]2[N:29]([CH2:31][O:32][CH2:33][CH2:34][Si:35]([CH3:38])([CH3:37])[CH3:36])[CH:30]=[C:26]([C:24]#[N:25])[N:27]=2)=[O:40])=[C:11]([C:16]2[CH2:21][CH2:20][CH2:19][CH2:18][CH:17]=2)[CH:10]=1)[C:5]([O:7][CH3:8])=[O:6]. The yield is 0.850. (5) The catalyst is O1CCOCC1.O. The reactants are [Cl:1][C:2]1[CH:6]=[C:5]([C:7]([O:9]C)=[O:8])[N:4]([C:11]2[CH:12]=[N:13][CH:14]=[CH:15][CH:16]=2)[N:3]=1.O.[OH-].[Li+]. The yield is 0.910. The product is [ClH:1].[Cl:1][C:2]1[CH:6]=[C:5]([C:7]([OH:9])=[O:8])[N:4]([C:11]2[CH:12]=[N:13][CH:14]=[CH:15][CH:16]=2)[N:3]=1.